From a dataset of Reaction yield outcomes from USPTO patents with 853,638 reactions. Predict the reaction yield, written as a fraction of the theoretical maximum amount of product (1.0 means a 100% yield; for example, 0.34 means a 34% yield). The reactants are [CH2:1](N(CC)CC)C.[C:8]([O:11][CH2:12][C:13]([CH3:43])([CH3:42])[CH2:14][N:15]1[C:21]2[CH:22]=[CH:23][C:24](Cl)=[CH:25][C:20]=2[C@@H:19]([C:27]2C=CC=C(OC)[C:28]=2OC)[O:18][C@H:17]([CH2:37][C:38](O)=[O:39])[C:16]1=[O:41])(=[O:10])[CH3:9].ClC(OCC(C)C)=O.[ClH:52].[NH2:53][C:54]1[CH:55]=[CH:56][C:57]([CH3:64])=[C:58]([CH:63]=1)[C:59]([O:61][CH3:62])=[O:60].N1[CH:70]=[CH:69][CH:68]=[CH:67][CH:66]=1.Cl. The catalyst is CN(C)C=O.O. The product is [C:8]([O:11][CH2:12][C:13]([CH3:43])([CH3:42])[CH2:14][N:15]1[C:21]2[CH:22]=[CH:23][C:24]([Cl:52])=[CH:25][C:20]=2[C@H:19]([C:27]2[CH:66]=[CH:67][CH:68]=[C:69]([CH3:70])[C:28]=2[CH3:1])[O:18][C@H:17]([CH2:37][C:38]([NH:53][C:54]2[CH:55]=[CH:56][C:57]([CH3:64])=[C:58]([CH:63]=2)[C:59]([O:61][CH3:62])=[O:60])=[O:39])[C:16]1=[O:41])(=[O:10])[CH3:9]. The yield is 0.740.